This data is from Full USPTO retrosynthesis dataset with 1.9M reactions from patents (1976-2016). The task is: Predict the reactants needed to synthesize the given product. Given the product [CH3:3][O:4][C:5]1[CH:6]=[C:7]([CH3:28])[C:8]([S:12]([N:15]2[C:23]3[C:18](=[CH:19][CH:20]=[C:21]([CH2:24][OH:25])[CH:22]=3)[CH2:17][CH2:16]2)(=[O:13])=[O:14])=[C:9]([CH3:11])[CH:10]=1, predict the reactants needed to synthesize it. The reactants are: [BH4-].[Li+].[CH3:3][O:4][C:5]1[CH:10]=[C:9]([CH3:11])[C:8]([S:12]([N:15]2[C:23]3[C:18](=[CH:19][CH:20]=[C:21]([C:24](OC)=[O:25])[CH:22]=3)[CH2:17][CH2:16]2)(=[O:14])=[O:13])=[C:7]([CH3:28])[CH:6]=1.